Dataset: Full USPTO retrosynthesis dataset with 1.9M reactions from patents (1976-2016). Task: Predict the reactants needed to synthesize the given product. (1) Given the product [ClH:12].[OH:4][C@H:2]([CH2:1][O:5][C:6]1[CH:11]=[CH:10][CH:9]=[C:8]([Cl:12])[C:7]=1[Cl:13])[CH2:3][NH:26][C:15]([CH3:25])([CH3:14])[CH2:16][C:17]1[CH:22]=[CH:21][C:20]([O:23][CH3:24])=[CH:19][CH:18]=1, predict the reactants needed to synthesize it. The reactants are: [CH2:1]([O:5][C:6]1[CH:11]=[CH:10][CH:9]=[C:8]([Cl:12])[C:7]=1[Cl:13])[C@H:2]1[O:4][CH2:3]1.[CH3:14][C:15]([NH2:26])([CH3:25])[CH2:16][C:17]1[CH:22]=[CH:21][C:20]([O:23][CH3:24])=[CH:19][CH:18]=1. (2) Given the product [C:25]([O:29][C:30]([N:11]1[C:12]2[C:17](=[CH:16][CH:15]=[CH:14][CH:13]=2)[C:9]([S:8][C:3]2[CH:4]=[CH:5][CH:6]=[CH:7][C:2]=2[Br:1])=[CH:10]1)=[O:31])([CH3:28])([CH3:27])[CH3:26], predict the reactants needed to synthesize it. The reactants are: [Br:1][C:2]1[CH:7]=[CH:6][CH:5]=[CH:4][C:3]=1[S:8][C:9]1[C:17]2[C:12](=[CH:13][CH:14]=[CH:15][CH:16]=2)[NH:11][CH:10]=1.C(N(CC)CC)C.[C:25]([O:29][C:30](O[C:30]([O:29][C:25]([CH3:28])([CH3:27])[CH3:26])=[O:31])=[O:31])([CH3:28])([CH3:27])[CH3:26]. (3) Given the product [F:1][C:2]1[CH:11]=[CH:10][C:9]2[CH:12]=[CH:13][C:14](=[O:15])[N:7]3[C:8]=2[C:3]=1[CH2:4][CH2:5][CH:6]3[CH:16]=[O:17], predict the reactants needed to synthesize it. The reactants are: [F:1][C:2]1[CH:11]=[CH:10][C:9]2[CH:12]=[CH:13][C:14](=[O:15])[N:7]3[C:8]=2[C:3]=1[CH2:4][CH2:5][CH:6]3[CH2:16][OH:17].CC(OI1(OC(C)=O)(OC(C)=O)OC(=O)C2C=CC=CC1=2)=O.C(OCC)C.[OH-].[Na+]. (4) The reactants are: [NH2:1][C:2]1[C:6]2[C:7]([O:11][CH2:12][C:13]3[CH:18]=[CH:17][CH:16]=[CH:15][CH:14]=3)=[N:8][CH:9]=[CH:10][C:5]=2[N:4]([C@H:19]([CH:23]2[CH2:25][CH2:24]2)[CH2:20][C:21]#[N:22])[N:3]=1.Br[C:27]1[CH:35]=[CH:34][C:30]([C:31]([OH:33])=[O:32])=[C:29]([CH3:36])[CH:28]=1.C([O-])(=O)C.[K+].CC(C1C=C(C(C)C)C(C2C(P(C(C)(C)C)C(C)(C)C)=CC=CC=2)=C(C(C)C)C=1)C. Given the product [CH2:12]([O:11][C:7]1[C:6]2[C:2]([NH:1][C:27]3[CH:35]=[CH:34][C:30]([C:31]([OH:33])=[O:32])=[C:29]([CH3:36])[CH:28]=3)=[N:3][N:4]([C@H:19]([CH:23]3[CH2:25][CH2:24]3)[CH2:20][C:21]#[N:22])[C:5]=2[CH:10]=[CH:9][N:8]=1)[C:13]1[CH:18]=[CH:17][CH:16]=[CH:15][CH:14]=1, predict the reactants needed to synthesize it. (5) Given the product [F:40][C:7]([F:6])([C:18]([F:38])([F:39])[C:19]([F:36])([F:37])[C:20]([F:34])([F:35])[C:21]([F:32])([F:33])[C:22]([F:30])([F:31])[C:23]([F:29])([F:28])[C:24]([F:27])([F:26])[F:25])[CH2:8][CH2:9][P:10](=[O:11])([OH:17])[OH:14], predict the reactants needed to synthesize it. The reactants are: Br[Si](C)(C)C.[F:6][C:7]([F:40])([C:18]([F:39])([F:38])[C:19]([F:37])([F:36])[C:20]([F:35])([F:34])[C:21]([F:33])([F:32])[C:22]([F:31])([F:30])[C:23]([F:29])([F:28])[C:24]([F:27])([F:26])[F:25])[CH2:8][CH2:9][P:10](=[O:17])([O:14]CC)[O:11]CC. (6) Given the product [N:21]1[CH:26]=[CH:25][C:24]([NH:27][C:28]([N:10]2[CH2:11][CH2:12][C:13]3[C:18](=[CH:17][CH:16]=[CH:15][CH:14]=3)[C@H:9]2[C:6]2[CH:5]=[CH:4][C:3]([C:2]([F:1])([F:19])[F:20])=[CH:8][CH:7]=2)=[O:29])=[CH:23][CH:22]=1, predict the reactants needed to synthesize it. The reactants are: [F:1][C:2]([F:20])([F:19])[C:3]1[CH:8]=[CH:7][C:6]([C@@H:9]2[C:18]3[C:13](=[CH:14][CH:15]=[CH:16][CH:17]=3)[CH2:12][CH2:11][NH:10]2)=[CH:5][CH:4]=1.[N:21]1[CH:26]=[CH:25][C:24]([NH:27][C:28](=O)[O:29]C2C=CC([N+]([O-])=O)=CC=2)=[CH:23][CH:22]=1.